Dataset: Catalyst prediction with 721,799 reactions and 888 catalyst types from USPTO. Task: Predict which catalyst facilitates the given reaction. (1) Reactant: [C:1]([O:6][CH2:7][CH:8]1[O:10][CH2:9]1)(=[O:5])[C:2]([CH3:4])=[CH2:3].[OH:11][C:12]1[CH:19]=[CH:18][C:15]([CH:16]=[O:17])=[CH:14][CH:13]=1.[NH4+].N(N(C1C=CC=CC=1)O)=O. Product: [C:1]([O:6][CH2:7][CH:8]([OH:10])[CH2:9][O:11][C:12]1[CH:19]=[CH:18][C:15]([CH:16]=[O:17])=[CH:14][CH:13]=1)(=[O:5])[C:2]([CH3:4])=[CH2:3]. The catalyst class is: 17. (2) Reactant: [F:1][C:2]1[CH:7]=[CH:6][C:5]([C:8]2[S:9][C:10]3[N:11]=[C:12]([NH2:23])[N:13]=[C:14]([N:17]4[CH2:22][CH2:21][NH:20][CH2:19][CH2:18]4)[C:15]=3[N:16]=2)=[CH:4][CH:3]=1.N1C=CC=CC=1.[Cl:30][C:31]1[CH:41]=[CH:40][C:34]([O:35][CH2:36][C:37](Cl)=[O:38])=[CH:33][CH:32]=1. Product: [NH2:23][C:12]1[N:13]=[C:14]([N:17]2[CH2:18][CH2:19][N:20]([C:37](=[O:38])[CH2:36][O:35][C:34]3[CH:40]=[CH:41][C:31]([Cl:30])=[CH:32][CH:33]=3)[CH2:21][CH2:22]2)[C:15]2[N:16]=[C:8]([C:5]3[CH:6]=[CH:7][C:2]([F:1])=[CH:3][CH:4]=3)[S:9][C:10]=2[N:11]=1. The catalyst class is: 3. (3) Reactant: [CH:1]1([CH:7]=O)[CH2:6][CH2:5][CH2:4][CH2:3][CH2:2]1.[C:9]([O:15][CH2:16][CH3:17])(=[O:14])[CH2:10]C([O-])=O. Product: [CH:1]1([CH:7]=[CH:10][C:9]([O:15][CH2:16][CH3:17])=[O:14])[CH2:2][CH2:3][CH2:4][CH2:5][CH2:6]1. The catalyst class is: 456. (4) Reactant: [CH3:1][O:2][C:3]1[CH:4]=[C:5]([CH:8]=[CH:9][C:10]=1[O:11][CH2:12][C:13]1[N:14]=[C:15]([C:19]2[CH:24]=[CH:23][CH:22]=[CH:21][CH:20]=2)[O:16][C:17]=1[CH3:18])[CH2:6][OH:7].Cl[C:26]1[C:31]([C:32]#[N:33])=[CH:30][CH:29]=[CH:28][N:27]=1.CN(C)C=O.[H-].[Na+]. The catalyst class is: 6. Product: [CH3:1][O:2][C:3]1[CH:4]=[C:5]([CH:8]=[CH:9][C:10]=1[O:11][CH2:12][C:13]1[N:14]=[C:15]([C:19]2[CH:24]=[CH:23][CH:22]=[CH:21][CH:20]=2)[O:16][C:17]=1[CH3:18])[CH2:6][O:7][C:26]1[N:27]=[CH:28][CH:29]=[CH:30][C:31]=1[C:32]#[N:33]. (5) Reactant: [Cl:1][C:2]1[CH:13]=[CH:12][C:5]([O:6][CH2:7]/[C:8](=[N:10]/[OH:11])/[NH2:9])=[CH:4][CH:3]=1.[O:14]=[C:15]1[C:20]([C:27]2[CH:32]=[CH:31][CH:30]=[CH:29][CH:28]=2)([C:21]2[CH:26]=[CH:25][CH:24]=[CH:23][CH:22]=2)[CH2:19][CH2:18][CH2:17][N:16]1[CH2:33][C:34](O)=O.Cl.C(N=C=NCCCN(C)C)C.CO. Product: [Cl:1][C:2]1[CH:13]=[CH:12][C:5]([O:6][CH2:7][C:8]2[N:9]=[C:34]([CH2:33][N:16]3[CH2:17][CH2:18][CH2:19][C:20]([C:27]4[CH:32]=[CH:31][CH:30]=[CH:29][CH:28]=4)([C:21]4[CH:26]=[CH:25][CH:24]=[CH:23][CH:22]=4)[C:15]3=[O:14])[O:11][N:10]=2)=[CH:4][CH:3]=1. The catalyst class is: 279. (6) Reactant: C([O:3][C:4]([C:6]1([C:9]2[CH:14]=[CH:13][C:12]([C:15]3[CH:20]=[CH:19][C:18]([C:21]4[S:22][C:23]([Cl:40])=[CH:24][C:25]=4[NH:26][C:27]([O:29][C@@H:30]([C:32]4[CH:37]=[CH:36][C:35]([F:38])=[CH:34][C:33]=4[Cl:39])[CH3:31])=[O:28])=[CH:17][CH:16]=3)=[CH:11][CH:10]=2)[CH2:8][CH2:7]1)=[O:5])C.[OH-].[Na+].Cl. Product: [Cl:40][C:23]1[S:22][C:21]([C:18]2[CH:19]=[CH:20][C:15]([C:12]3[CH:13]=[CH:14][C:9]([C:6]4([C:4]([OH:5])=[O:3])[CH2:8][CH2:7]4)=[CH:10][CH:11]=3)=[CH:16][CH:17]=2)=[C:25]([NH:26][C:27]([O:29][C@@H:30]([C:32]2[CH:37]=[CH:36][C:35]([F:38])=[CH:34][C:33]=2[Cl:39])[CH3:31])=[O:28])[CH:24]=1. The catalyst class is: 32.